This data is from Catalyst prediction with 721,799 reactions and 888 catalyst types from USPTO. The task is: Predict which catalyst facilitates the given reaction. (1) Reactant: [NH2:1][C:2]1[C:10]([O:11][CH3:12])=[CH:9][CH:8]=[CH:7][C:3]=1[C:4]([OH:6])=[O:5].Cl[C:14](Cl)([O:16]C(=O)OC(Cl)(Cl)Cl)Cl.C(OCC)C. Product: [CH3:12][O:11][C:10]1[C:2]2[NH:1][C:14](=[O:16])[O:5][C:4](=[O:6])[C:3]=2[CH:7]=[CH:8][CH:9]=1. The catalyst class is: 7. (2) Reactant: [CH3:1][C:2]([O:6][CH2:7][CH:8]1[CH2:12][CH:11]=[C:10]([CH3:13])[C:9]1([CH3:15])[CH3:14])([CH3:5])[CH2:3][OH:4].[CH2:16](O)C. Product: [CH3:5][C:2]([O:6][CH2:7][CH:8]1[CH2:12][CH:11]=[C:10]([CH3:13])[C:9]1([CH3:15])[CH3:14])([CH3:1])[CH:3]([OH:4])[CH3:16]. The catalyst class is: 45.